Dataset: Forward reaction prediction with 1.9M reactions from USPTO patents (1976-2016). Task: Predict the product of the given reaction. Given the reactants [C:1]1([C:33]2[CH:38]=[CH:37][CH:36]=[CH:35][CH:34]=2)[CH:6]=[CH:5][CH:4]=[C:3]([CH2:7][CH:8]([O:25][Si](C(C)(C)C)(C)C)[CH2:9][CH2:10][CH:11]2[CH2:15][CH2:14][C:13](=[O:16])[N:12]2[CH2:17][CH2:18][CH2:19][CH2:20][CH2:21][CH2:22][C:23]#[N:24])[CH:2]=1.CCCC[N+](CCCC)(CCCC)CCCC.[F-], predict the reaction product. The product is: [C:1]1([C:33]2[CH:34]=[CH:35][CH:36]=[CH:37][CH:38]=2)[CH:6]=[CH:5][CH:4]=[C:3]([CH2:7][CH:8]([OH:25])[CH2:9][CH2:10][CH:11]2[CH2:15][CH2:14][C:13](=[O:16])[N:12]2[CH2:17][CH2:18][CH2:19][CH2:20][CH2:21][CH2:22][C:23]#[N:24])[CH:2]=1.